The task is: Regression. Given a peptide amino acid sequence and an MHC pseudo amino acid sequence, predict their binding affinity value. This is MHC class I binding data.. This data is from Peptide-MHC class I binding affinity with 185,985 pairs from IEDB/IMGT. The peptide sequence is HTQGYFPDWQ. The MHC is HLA-B44:02 with pseudo-sequence HLA-B44:02. The binding affinity (normalized) is 0.